From a dataset of Forward reaction prediction with 1.9M reactions from USPTO patents (1976-2016). Predict the product of the given reaction. (1) The product is: [N+:9]([C:12]1[CH:13]=[C:14]([NH:18][C:19]([NH:1][CH2:2][C:3]2[CH:8]=[CH:7][CH:6]=[CH:5][N:4]=2)=[S:20])[CH:15]=[CH:16][CH:17]=1)([O-:11])=[O:10]. Given the reactants [NH2:1][CH2:2][C:3]1[CH:8]=[CH:7][CH:6]=[CH:5][N:4]=1.[N+:9]([C:12]1[CH:13]=[C:14]([N:18]=[C:19]=[S:20])[CH:15]=[CH:16][CH:17]=1)([O-:11])=[O:10], predict the reaction product. (2) Given the reactants [Br:1][C:2]1[CH:7]=[CH:6][C:5]([CH:8]2[CH2:13][CH2:12][NH:11][CH2:10][CH2:9]2)=[CH:4][CH:3]=1.CCN(CC)CC.[C:21](O[C:21]([O:23][C:24]([CH3:27])([CH3:26])[CH3:25])=[O:22])([O:23][C:24]([CH3:27])([CH3:26])[CH3:25])=[O:22], predict the reaction product. The product is: [Br:1][C:2]1[CH:7]=[CH:6][C:5]([CH:8]2[CH2:9][CH2:10][N:11]([C:21]([O:23][C:24]([CH3:27])([CH3:26])[CH3:25])=[O:22])[CH2:12][CH2:13]2)=[CH:4][CH:3]=1. (3) Given the reactants [C:1](Cl)(=O)[CH2:2][CH2:3][CH3:4].[NH2:7][C:8]1[C:9]([Cl:25])=[N:10][C:11]([CH3:24])=[C:12]([CH3:23])[C:13]=1[NH:14][NH:15][C:16]([O:18][C:19]([CH3:22])([CH3:21])[CH3:20])=[O:17].C(N(CC)CC)C.[OH-].[Na+], predict the reaction product. The product is: [Cl:25][C:9]1[C:8]2[N:7]=[C:1]([CH2:2][CH2:3][CH3:4])[N:14]([NH:15][C:16](=[O:17])[O:18][C:19]([CH3:20])([CH3:21])[CH3:22])[C:13]=2[C:12]([CH3:23])=[C:11]([CH3:24])[N:10]=1. (4) Given the reactants [F:1][C:2]1[CH:22]=[CH:21][CH:20]=[C:19]([F:23])[C:3]=1[CH2:4][O:5][C:6]1[C:7]2[N:8]([C:12]([C:16](O)=[O:17])=[C:13]([CH3:15])[N:14]=2)[CH:9]=[CH:10][CH:11]=1.F[B-](F)(F)F.N1(O[C+](N(C)C)N(C)C)C2C=CC=CC=2N=N1.CN1CCOCC1.[NH:53]1[C:62]2[C:57](=[CH:58][CH:59]=[CH:60][CH:61]=2)[CH2:56][CH:55]([NH2:63])[CH2:54]1, predict the reaction product. The product is: [F:23][C:19]1[CH:20]=[CH:21][CH:22]=[C:2]([F:1])[C:3]=1[CH2:4][O:5][C:6]1[C:7]2[N:8]([C:12]([C:16]([NH:63][CH:55]3[CH2:56][C:57]4[C:62](=[CH:61][CH:60]=[CH:59][CH:58]=4)[NH:53][CH2:54]3)=[O:17])=[C:13]([CH3:15])[N:14]=2)[CH:9]=[CH:10][CH:11]=1. (5) Given the reactants [CH2:1]([C:8]1(Br)[CH2:10][C:9]1(Cl)[Cl:11])[C:2]1[CH:7]=[CH:6][CH:5]=[CH:4][CH:3]=1.C[Li], predict the reaction product. The product is: [CH2:1]([C:8]1[CH2:10][C:9]=1[Cl:11])[C:2]1[CH:7]=[CH:6][CH:5]=[CH:4][CH:3]=1. (6) Given the reactants [OH:1][C:2]1[CH:11]=[CH:10][C:5]([C:6]([O:8][CH3:9])=[O:7])=[CH:4][C:3]=1[N+:12]([O-:14])=[O:13].C1(O)C=CC=CC=1.Br[CH2:23][C:24]([O:26][CH3:27])=[O:25], predict the reaction product. The product is: [CH3:27][O:26][C:24](=[O:25])[CH2:23][O:1][C:2]1[CH:11]=[CH:10][C:5]([C:6]([O:8][CH3:9])=[O:7])=[CH:4][C:3]=1[N+:12]([O-:14])=[O:13]. (7) Given the reactants [NH2:1][C:2]1[CH:3]=[C:4]2[C:9](=[CH:10][CH:11]=1)[C:8]([O:12][CH2:13][CH2:14][CH2:15][C:16]1[C:24]3[C:19](=[C:20](Br)[CH:21]=[CH:22][CH:23]=3)[NH:18][C:17]=1[C:26]([O:28]CC)=[O:27])=[CH:7][CH:6]=[CH:5]2.[C:31]1([CH3:40])[CH:36]=[CH:35][CH:34]=[CH:33][C:32]=1B(O)O.C([O-])([O-])=O.[K+].[K+].CO.FC(F)(F)C(O)=O, predict the reaction product. The product is: [NH2:1][C:2]1[CH:3]=[C:4]2[C:9](=[CH:10][CH:11]=1)[C:8]([O:12][CH2:13][CH2:14][CH2:15][C:16]1[C:24]3[C:19](=[C:20]([C:32]4[CH:33]=[CH:34][CH:35]=[CH:36][C:31]=4[CH3:40])[CH:21]=[CH:22][CH:23]=3)[NH:18][C:17]=1[C:26]([OH:28])=[O:27])=[CH:7][CH:6]=[CH:5]2. (8) Given the reactants [C:1]([O:5][C:6]([N:8]1[CH2:13][CH2:12][N:11]([C:14]2[CH:19]=[CH:18][C:17]([C:20]3[C:24]([NH:25][C@H:26]([C:31]([OH:33])=O)[CH2:27][CH:28]([CH3:30])[CH3:29])=[CH:23][O:22][N:21]=3)=[CH:16][CH:15]=2)[CH2:10][CH2:9]1)=[O:7])([CH3:4])([CH3:3])[CH3:2].Cl.[NH2:35][CH2:36][C:37]#[N:38].CN(C(ON1N=NC2C=CC=NC1=2)=[N+](C)C)C.F[P-](F)(F)(F)(F)F.C(N(CC)CC)C, predict the reaction product. The product is: [C:36]([CH2:37][NH:38][C:31](=[O:33])[C@H:26]([CH2:27][CH:28]([CH3:30])[CH3:29])[NH:25][C:24]1[C:20]([C:17]2[CH:16]=[CH:15][C:14]([N:11]3[CH2:12][CH2:13][N:8]([C:6]([O:5][C:1]([CH3:2])([CH3:3])[CH3:4])=[O:7])[CH2:9][CH2:10]3)=[CH:19][CH:18]=2)=[N:21][O:22][CH:23]=1)#[N:35]. (9) Given the reactants C1(N(C2CCCCC2)C)CCCCC1.[O:15]1[CH2:17][CH:16]1[CH2:18][O:19][C:20](=[O:24])[C:21]([CH3:23])=[CH2:22].Br[C:26]1[CH:31]=[CH:30][C:29]([C:32]2[CH:37]=[CH:36][CH:35]=[CH:34][CH:33]=2)=[C:28]([F:38])[CH:27]=1.F[B-](F)(F)F, predict the reaction product. The product is: [O:15]1[CH2:17][CH:16]1[CH2:18][O:19][C:20](=[O:24])/[C:21](/[CH3:23])=[CH:22]/[C:26]1[CH:31]=[CH:30][C:29]([C:32]2[CH:33]=[CH:34][CH:35]=[CH:36][CH:37]=2)=[C:28]([F:38])[CH:27]=1.